This data is from Merck oncology drug combination screen with 23,052 pairs across 39 cell lines. The task is: Regression. Given two drug SMILES strings and cell line genomic features, predict the synergy score measuring deviation from expected non-interaction effect. (1) Drug 1: O=C(O)C1(Cc2cccc(Nc3nccs3)n2)CCC(Oc2cccc(Cl)c2F)CC1. Drug 2: Cn1c(=O)n(-c2ccc(C(C)(C)C#N)cc2)c2c3cc(-c4cnc5ccccc5c4)ccc3ncc21. Cell line: LNCAP. Synergy scores: synergy=-60.3. (2) Drug 1: CN1C(=O)C=CC2(C)C3CCC4(C)C(NC(=O)OCC(F)(F)F)CCC4C3CCC12. Drug 2: O=C(O)C1(Cc2cccc(Nc3nccs3)n2)CCC(Oc2cccc(Cl)c2F)CC1. Cell line: CAOV3. Synergy scores: synergy=-12.5.